From a dataset of Forward reaction prediction with 1.9M reactions from USPTO patents (1976-2016). Predict the product of the given reaction. Given the reactants [NH2:1][C@H:2]1[CH2:6][CH2:5][N:4]([C:7]([O:9][C:10]([CH3:13])([CH3:12])[CH3:11])=[O:8])[CH2:3]1.[C:14]1([C:22]2[CH:27]=[CH:26][CH:25]=[CH:24][CH:23]=2)[C:15]([CH:20]=O)=[CH:16][CH:17]=[CH:18][CH:19]=1.[O-]S([O-])(=O)=O.[Mg+2].C(O[BH-](OC(=O)C)OC(=O)C)(=O)C.[Na+], predict the reaction product. The product is: [C:10]([O:9][C:7]([N:4]1[CH2:5][CH2:6][C@H:2]([NH:1][CH2:20][C:15]2[CH:16]=[CH:17][CH:18]=[CH:19][C:14]=2[C:22]2[CH:27]=[CH:26][CH:25]=[CH:24][CH:23]=2)[CH2:3]1)=[O:8])([CH3:13])([CH3:12])[CH3:11].